From a dataset of Forward reaction prediction with 1.9M reactions from USPTO patents (1976-2016). Predict the product of the given reaction. (1) Given the reactants [CH3:1][N:2]([CH2:15][CH2:16][CH2:17][CH2:18][CH2:19][NH:20]C(=O)OC(C)(C)C)[S:3]([C:6]1[CH:11]=[CH:10][CH:9]=[CH:8][C:7]=1[N+:12]([O-:14])=[O:13])(=[O:5])=[O:4].FC(F)(F)C(O)=O, predict the reaction product. The product is: [NH2:20][CH2:19][CH2:18][CH2:17][CH2:16][CH2:15][N:2]([CH3:1])[S:3]([C:6]1[CH:11]=[CH:10][CH:9]=[CH:8][C:7]=1[N+:12]([O-:14])=[O:13])(=[O:4])=[O:5]. (2) The product is: [CH3:21][O:22][C:23]1[CH:30]=[CH:29][CH:28]=[CH:27][C:24]=1[CH2:25][NH:26][C:7]1[CH:8]=[C:9]2[C:4](=[CH:5][CH:6]=1)[N:3]=[C:2]([NH:20][CH2:19][C:17]1[O:18][C:14]([CH3:13])=[CH:15][CH:16]=1)[CH:11]=[CH:10]2. Given the reactants Cl[C:2]1[CH:11]=[CH:10][C:9]2[C:4](=[CH:5][CH:6]=[C:7](Cl)[CH:8]=2)[N:3]=1.[CH3:13][C:14]1[O:18][C:17]([CH2:19][NH2:20])=[CH:16][CH:15]=1.[CH3:21][O:22][C:23]1[CH:30]=[CH:29][CH:28]=[CH:27][C:24]=1[CH2:25][NH2:26], predict the reaction product. (3) Given the reactants [CH:1]([O:4][C:5]1[N:10]=[C:9]([C:11]2[C:19]3[C:14](=[CH:15][CH:16]=[C:17]([C:20]4[N:24]=[C:23]([NH:25][CH3:26])[O:22][N:21]=4)[CH:18]=3)[N:13](S(C3C=CC(C)=CC=3)(=O)=O)[CH:12]=2)[CH:8]=[N:7][CH:6]=1)([CH3:3])[CH3:2].[OH-].[Na+], predict the reaction product. The product is: [CH:1]([O:4][C:5]1[N:10]=[C:9]([C:11]2[C:19]3[C:14](=[CH:15][CH:16]=[C:17]([C:20]4[N:24]=[C:23]([NH:25][CH3:26])[O:22][N:21]=4)[CH:18]=3)[NH:13][CH:12]=2)[CH:8]=[N:7][CH:6]=1)([CH3:3])[CH3:2].